This data is from Catalyst prediction with 721,799 reactions and 888 catalyst types from USPTO. The task is: Predict which catalyst facilitates the given reaction. The catalyst class is: 1. Reactant: [H-].[Na+].[CH:3]1([C:9](=[O:17])[CH2:10]P(=O)(OC)OC)[CH2:8][CH2:7][CH2:6][CH2:5][CH2:4]1.[C:18]1([C:24]([C:44]2[CH:49]=[CH:48][CH:47]=[CH:46][CH:45]=2)([C:38]2[CH:43]=[CH:42][CH:41]=[CH:40][CH:39]=2)[N:25]2[CH:29]=[C:28]([C:30]3[CH:35]=[CH:34][N:33]=[CH:32][C:31]=3[CH:36]=O)[N:27]=[CH:26]2)[CH:23]=[CH:22][CH:21]=[CH:20][CH:19]=1. Product: [CH:3]1([C:9](=[O:17])[CH:10]=[CH:36][C:31]2[CH:32]=[N:33][CH:34]=[CH:35][C:30]=2[C:28]2[N:27]=[CH:26][N:25]([C:24]([C:44]3[CH:49]=[CH:48][CH:47]=[CH:46][CH:45]=3)([C:18]3[CH:19]=[CH:20][CH:21]=[CH:22][CH:23]=3)[C:38]3[CH:43]=[CH:42][CH:41]=[CH:40][CH:39]=3)[CH:29]=2)[CH2:8][CH2:7][CH2:6][CH2:5][CH2:4]1.